Dataset: Peptide-MHC class I binding affinity with 185,985 pairs from IEDB/IMGT. Task: Regression. Given a peptide amino acid sequence and an MHC pseudo amino acid sequence, predict their binding affinity value. This is MHC class I binding data. (1) The peptide sequence is TQWSLFFFV. The MHC is HLA-A68:02 with pseudo-sequence HLA-A68:02. The binding affinity (normalized) is 0.571. (2) The peptide sequence is FPFKYAAAI. The MHC is Mamu-A2201 with pseudo-sequence Mamu-A2201. The binding affinity (normalized) is 0.348. (3) The peptide sequence is LPESDLDKVY. The MHC is HLA-B51:01 with pseudo-sequence HLA-B51:01. The binding affinity (normalized) is 0. (4) The MHC is BoLA-HD6 with pseudo-sequence BoLA-HD6. The binding affinity (normalized) is 0.633. The peptide sequence is GMNVTAPAL. (5) The peptide sequence is FYPEKSTVI. The binding affinity (normalized) is 0.0847. The MHC is HLA-B18:01 with pseudo-sequence HLA-B18:01. (6) The peptide sequence is TLGFGAYMSK. The MHC is Patr-A0101 with pseudo-sequence Patr-A0101. The binding affinity (normalized) is 0.367. (7) The peptide sequence is FRWDYIPPT. The MHC is HLA-B27:05 with pseudo-sequence HLA-B27:05. The binding affinity (normalized) is 0.463. (8) The peptide sequence is IYCGFKFAW. The MHC is HLA-A24:03 with pseudo-sequence HLA-A24:03. The binding affinity (normalized) is 0.655. (9) The peptide sequence is FQLYSDLAH. The MHC is HLA-A30:01 with pseudo-sequence HLA-A30:01. The binding affinity (normalized) is 0.0847.